From a dataset of Catalyst prediction with 721,799 reactions and 888 catalyst types from USPTO. Predict which catalyst facilitates the given reaction. (1) Reactant: [CH3:1][C@H:2]1[CH2:7][C:6](=[O:8])[CH2:5][C@H:4]([CH3:9])[NH:3]1.[C:10](O[C:10]([O:12][C:13]([CH3:16])([CH3:15])[CH3:14])=[O:11])([O:12][C:13]([CH3:16])([CH3:15])[CH3:14])=[O:11].C(N(CC)CC)C. Product: [CH3:1][C@H:2]1[CH2:7][C:6](=[O:8])[CH2:5][C@H:4]([CH3:9])[N:3]1[C:10]([O:12][C:13]([CH3:16])([CH3:15])[CH3:14])=[O:11]. The catalyst class is: 2. (2) Reactant: C[O:2][C:3](=[O:18])[C:4]1[CH:9]=[C:8]([O:10][C@@H:11]([CH3:15])[CH2:12][O:13][CH3:14])[CH:7]=[C:6]([CH2:16][OH:17])[CH:5]=1.[OH-].[Na+]. Product: [OH:17][CH2:16][C:6]1[CH:5]=[C:4]([CH:9]=[C:8]([O:10][C@@H:11]([CH3:15])[CH2:12][O:13][CH3:14])[CH:7]=1)[C:3]([OH:18])=[O:2]. The catalyst class is: 7. (3) Reactant: [C:1]([O:4][C:5]([CH3:8])([CH3:7])[CH3:6])(=[O:3])[CH3:2].C[Si]([N-][Si](C)(C)C)(C)C.[Li+].Cl[C:20]1[S:21][C:22]2[CH:28]=[CH:27][CH:26]=[C:25]([Cl:29])[C:23]=2[N:24]=1. Product: [Cl:29][C:25]1[C:23]2[N:24]=[C:20]([CH2:2][C:1]([O:4][C:5]([CH3:8])([CH3:7])[CH3:6])=[O:3])[S:21][C:22]=2[CH:28]=[CH:27][CH:26]=1. The catalyst class is: 1. (4) Reactant: [OH:1][C:2]12[CH2:16][CH:15]([CH3:17])[CH2:14][C:13](=[O:18])[CH:12]1[CH2:11][CH2:10][CH2:9][CH2:8][CH2:7][CH2:6][CH2:5][CH2:4][CH2:3]2.[CH:19](OCC)=[CH2:20].C1(C)C=CC(S([O-])(=O)=O)=CC=1.[NH+]1C=CC=CC=1.[NH4+].[Cl-]. Product: [CH:19]([O:1][C:2]12[CH2:16][CH:15]([CH3:17])[CH2:14][C:13](=[O:18])[CH:12]1[CH2:11][CH2:10][CH2:9][CH2:8][CH2:7][CH2:6][CH2:5][CH2:4][CH2:3]2)=[CH2:20]. The catalyst class is: 1. (5) Reactant: [NH2:1][CH2:2][CH:3]1[CH2:12][CH2:11][CH2:10][C:9]2[CH:8]=[C:7]([NH:13][S:14]([C:17]3[CH:22]=[CH:21][CH:20]=[C:19]([F:23])[CH:18]=3)(=[O:16])=[O:15])[CH:6]=[CH:5][C:4]1=2.Cl.[O-:25][C:26]#[N:27].[K+]. Product: [F:23][C:19]1[CH:18]=[C:17]([S:14]([NH:13][C:7]2[CH:6]=[CH:5][C:4]3[CH:3]([CH2:2][NH:1][C:26]([NH2:27])=[O:25])[CH2:12][CH2:11][CH2:10][C:9]=3[CH:8]=2)(=[O:16])=[O:15])[CH:22]=[CH:21][CH:20]=1. The catalyst class is: 6.